From a dataset of Reaction yield outcomes from USPTO patents with 853,638 reactions. Predict the reaction yield, written as a fraction of the theoretical maximum amount of product (1.0 means a 100% yield; for example, 0.34 means a 34% yield). (1) The reactants are [CH3:1][C:2]1[C:3]([C@H:8]2[CH2:13][CH2:12][CH2:11][C@@H:10]([C:14]3[C:19]([CH3:20])=[CH:18][CH:17]=[CH:16][N:15]=3)[NH:9]2)=[N:4][CH:5]=[CH:6][CH:7]=1.Br[CH2:22][C:23]1[CH:30]=[CH:29][C:26]([C:27]#[N:28])=[C:25]([F:31])[CH:24]=1.CCN(C(C)C)C(C)C. The catalyst is CC#N. The product is [CH3:1][C:2]1[C:3]([C@H:8]2[CH2:13][CH2:12][CH2:11][C@@H:10]([C:14]3[C:19]([CH3:20])=[CH:18][CH:17]=[CH:16][N:15]=3)[N:9]2[CH2:22][C:23]2[CH:30]=[CH:29][C:26]([C:27]#[N:28])=[C:25]([F:31])[CH:24]=2)=[N:4][CH:5]=[CH:6][CH:7]=1. The yield is 1.00. (2) The reactants are [Cl:1][C:2]1[CH:3]=[C:4]([C:10]2[N:11]=[C:12](O)[C:13]3[C:18]([CH:19]=2)=[CH:17][C:16]([O:20][CH3:21])=[CH:15][CH:14]=3)[CH:5]=[CH:6][C:7]=1[O:8][CH3:9].O=P(Cl)(Cl)[Cl:25]. The product is [Cl:25][C:12]1[C:13]2[C:18](=[CH:17][C:16]([O:20][CH3:21])=[CH:15][CH:14]=2)[CH:19]=[C:10]([C:4]2[CH:5]=[CH:6][C:7]([O:8][CH3:9])=[C:2]([Cl:1])[CH:3]=2)[N:11]=1. The yield is 0.950. No catalyst specified. (3) The reactants are Br[C:2]1[CH:7]=[CH:6][C:5]([NH:8][C:9](=[O:15])[O:10][C:11]([CH3:14])([CH3:13])[CH3:12])=[C:4]([N+:16]([O-:18])=[O:17])[CH:3]=1.[S:19]1[CH:23]=[CH:22][CH:21]=[C:20]1B(O)O.C(=O)([O-])[O-].[K+].[K+].C1(C)C=CC=CC=1P(C1C=CC=CC=1C)C1C=CC=CC=1C. The catalyst is COCCOC.O.C1C=CC([P]([Pd]([P](C2C=CC=CC=2)(C2C=CC=CC=2)C2C=CC=CC=2)([P](C2C=CC=CC=2)(C2C=CC=CC=2)C2C=CC=CC=2)[P](C2C=CC=CC=2)(C2C=CC=CC=2)C2C=CC=CC=2)(C2C=CC=CC=2)C2C=CC=CC=2)=CC=1. The product is [N+:16]([C:4]1[CH:3]=[C:2]([C:20]2[S:19][CH:23]=[CH:22][CH:21]=2)[CH:7]=[CH:6][C:5]=1[NH:8][C:9](=[O:15])[O:10][C:11]([CH3:14])([CH3:13])[CH3:12])([O-:18])=[O:17]. The yield is 0.730. (4) The reactants are [S:1]1[CH:5]=[CH:4][CH:3]=[C:2]1[S:6]([NH:9][C:10]1[CH:11]=[CH:12][CH:13]=[C:14]2[C:18]=1[NH:17][C:16]([C:19](=[S:21])[NH2:20])=[CH:15]2)(=[O:8])=[O:7].Br[CH2:23][C:24](=O)[CH3:25].C(O)C.CN(C)C(=O)C. The catalyst is O. The product is [CH3:25][C:24]1[N:20]=[C:19]([C:16]2[NH:17][C:18]3[C:14]([CH:15]=2)=[CH:13][CH:12]=[CH:11][C:10]=3[NH:9][S:6]([C:2]2[S:1][CH:5]=[CH:4][CH:3]=2)(=[O:7])=[O:8])[S:21][CH:23]=1. The yield is 0.720. (5) The reactants are [F:1][C:2]1[CH:7]=[CH:6][C:5]([OH:8])=[CH:4][CH:3]=1.[C:9](O)([CH3:12])([CH3:11])[CH3:10].S(=O)(=O)(O)O. The catalyst is C(Cl)Cl. The product is [C:9]([C:6]1[CH:7]=[C:2]([F:1])[CH:3]=[CH:4][C:5]=1[OH:8])([CH3:12])([CH3:11])[CH3:10]. The yield is 0.420. (6) The reactants are [CH3:1][N:2]1[C:10]2[C:5](=[CH:6][CH:7]=[CH:8][CH:9]=2)[C:4]([CH3:11])=[C:3]1[CH:12]=O.CN.CO.CC(O)=O.[C:22]([BH3-])#[N:23].[Na+]. No catalyst specified. The product is [CH3:1][N:2]1[C:10]2[C:5](=[CH:6][CH:7]=[CH:8][CH:9]=2)[C:4]([CH3:11])=[C:3]1[CH2:12][NH:23][CH3:22]. The yield is 0.520. (7) The yield is 0.302. The reactants are [NH2:1][CH2:2][CH2:3][C:4]1[N:5]=[C:6]([NH:9][C:10]2[C:15]([O:16][CH2:17][C:18]3[CH:23]=[CH:22][CH:21]=[CH:20][CH:19]=3)=[CH:14][CH:13]=[CH:12][N:11]=2)[S:7][CH:8]=1.[N:24]([CH2:27][CH3:28])=[C:25]=[O:26]. The product is [CH2:17]([O:16][C:15]1[C:10]([NH:9][C:6]2[S:7][CH:8]=[C:4]([CH2:3][CH2:2][NH:1][C:25]([NH:24][CH2:27][CH3:28])=[O:26])[N:5]=2)=[N:11][CH:12]=[CH:13][CH:14]=1)[C:18]1[CH:23]=[CH:22][CH:21]=[CH:20][CH:19]=1. The catalyst is CN(C=O)C.